Dataset: Aqueous solubility values for 9,982 compounds from the AqSolDB database. Task: Regression/Classification. Given a drug SMILES string, predict its absorption, distribution, metabolism, or excretion properties. Task type varies by dataset: regression for continuous measurements (e.g., permeability, clearance, half-life) or binary classification for categorical outcomes (e.g., BBB penetration, CYP inhibition). For this dataset (solubility_aqsoldb), we predict Y. The drug is CCCCCCCCCC[N+](C)(C)CCCCCCCCCC.[Cl-]. The Y is -2.97 log mol/L.